This data is from Full USPTO retrosynthesis dataset with 1.9M reactions from patents (1976-2016). The task is: Predict the reactants needed to synthesize the given product. (1) Given the product [Cl:1][C:2]1[CH:7]=[CH:6][CH:5]=[C:4]([Cl:8])[C:3]=1[NH:9][C:10](=[O:24])[NH:11][C:12]1[CH:17]=[CH:16][C:15]([CH2:18][C:19]([OH:21])=[O:20])=[CH:14][CH:13]=1, predict the reactants needed to synthesize it. The reactants are: [Cl:1][C:2]1[CH:7]=[CH:6][CH:5]=[C:4]([Cl:8])[C:3]=1[NH:9][C:10](=[O:24])[NH:11][C:12]1[CH:17]=[CH:16][C:15]([CH2:18][C:19]([O:21]CC)=[O:20])=[CH:14][CH:13]=1. (2) Given the product [F:1][C:2]1[CH:7]=[CH:6][C:5]([CH3:8])=[CH:4][C:3]=1[C:13]1[C:21]2[C:16](=[CH:17][N:18]=[C:19]([C:22]3[CH:23]=[N:24][N:25]([CH3:27])[CH:26]=3)[CH:20]=2)[NH:15][N:14]=1, predict the reactants needed to synthesize it. The reactants are: [F:1][C:2]1[CH:7]=[CH:6][C:5]([CH3:8])=[CH:4][C:3]=1B(O)O.Cl[C:13]1[C:21]2[C:16](=[CH:17][N:18]=[C:19]([C:22]3[CH:23]=[N:24][N:25]([CH3:27])[CH:26]=3)[CH:20]=2)[N:15](C2CCCCO2)[N:14]=1. (3) Given the product [NH2:21][C:19]([C:3]1[CH:4]=[N:5][C:6]2[C:11]([C:2]=1[NH:22][C:23]1[CH:24]=[C:25]([CH:29]=[C:30]([B:32]([OH:34])[OH:33])[CH:31]=1)[C:26]([OH:28])=[O:27])=[CH:10][CH:9]=[C:8]([C:12]1[C:13]([CH3:18])=[N:14][O:15][C:16]=1[CH3:17])[CH:7]=2)=[O:20], predict the reactants needed to synthesize it. The reactants are: Cl[C:2]1[C:11]2[C:6](=[CH:7][C:8]([C:12]3[C:13]([CH3:18])=[N:14][O:15][C:16]=3[CH3:17])=[CH:9][CH:10]=2)[N:5]=[CH:4][C:3]=1[C:19]([NH2:21])=[O:20].[NH2:22][C:23]1[CH:24]=[C:25]([CH:29]=[C:30]([B:32]([OH:34])[OH:33])[CH:31]=1)[C:26]([OH:28])=[O:27]. (4) The reactants are: Br[CH2:2][CH2:3][O:4][C:5]1[CH:6]=[C:7]([C:13]2[NH:22][C:21](=[O:23])[C:20]3[C:15](=[CH:16][C:17]([O:26][CH3:27])=[CH:18][C:19]=3[O:24][CH3:25])[N:14]=2)[CH:8]=[C:9]([O:11][CH3:12])[CH:10]=1.[NH:28]1[CH2:32][CH2:31][CH2:30][CH2:29]1. Given the product [CH3:25][O:24][C:19]1[CH:18]=[C:17]([O:26][CH3:27])[CH:16]=[C:15]2[C:20]=1[C:21](=[O:23])[NH:22][C:13]([C:7]1[CH:6]=[C:5]([O:4][CH2:3][CH2:2][N:28]3[CH2:32][CH2:31][CH2:30][CH2:29]3)[CH:10]=[C:9]([O:11][CH3:12])[CH:8]=1)=[N:14]2, predict the reactants needed to synthesize it. (5) Given the product [C:39]([C:36]1[CH:37]=[CH:38][C:33]([NH:32][CH2:31][CH2:30][NH:29][C:15]2[N:14]3[N:13]=[C:12]([CH:9]4[CH2:10][CH2:11][N:6]([CH2:5][C:4]([OH:41])=[O:3])[CH2:7][CH2:8]4)[N:20]=[C:19]3[CH:18]=[C:17]([C:21]3[CH:26]=[CH:25][C:24]([Cl:27])=[CH:23][C:22]=3[Cl:28])[N:16]=2)=[N:34][CH:35]=1)#[N:40], predict the reactants needed to synthesize it. The reactants are: C([O:3][C:4](=[O:41])[CH2:5][N:6]1[CH2:11][CH2:10][CH:9]([C:12]2[N:20]=[C:19]3[N:14]([C:15]([NH:29][CH2:30][CH2:31][NH:32][C:33]4[CH:38]=[CH:37][C:36]([C:39]#[N:40])=[CH:35][N:34]=4)=[N:16][C:17]([C:21]4[CH:26]=[CH:25][C:24]([Cl:27])=[CH:23][C:22]=4[Cl:28])=[CH:18]3)[N:13]=2)[CH2:8][CH2:7]1)C.O.[OH-].[Na+]. (6) The reactants are: [C:1]([NH:6][NH:7][C:8]([C:10]1[CH:19]=[CH:18][C:13]([C:14]([O:16][CH3:17])=[O:15])=[CH:12][N:11]=1)=[O:9])(=O)[CH:2]([CH3:4])[CH3:3].P(Cl)(Cl)(Cl)=O.CC#N. Given the product [CH:2]([C:1]1[O:9][C:8]([C:10]2[CH:19]=[CH:18][C:13]([C:14]([O:16][CH3:17])=[O:15])=[CH:12][N:11]=2)=[N:7][N:6]=1)([CH3:4])[CH3:3], predict the reactants needed to synthesize it.